Dataset: Catalyst prediction with 721,799 reactions and 888 catalyst types from USPTO. Task: Predict which catalyst facilitates the given reaction. (1) Reactant: [CH3:1][O:2][C:3](=[O:13])[C:4]1[CH:9]=[CH:8][C:7]([OH:10])=[C:6]([CH:11]=O)[CH:5]=1.[F:14][C:15]([F:25])([F:24])[C:16]1[CH:23]=[CH:22][C:19]([CH2:20]Br)=[CH:18][CH:17]=1.C(=O)([O-])[O-].[K+].[K+]. Product: [CH3:1][O:2][C:3]([C:4]1[CH:9]=[CH:8][C:7]2[O:10][C:20]([C:19]3[CH:18]=[CH:17][C:16]([C:15]([F:14])([F:24])[F:25])=[CH:23][CH:22]=3)=[CH:11][C:6]=2[CH:5]=1)=[O:13]. The catalyst class is: 3. (2) Reactant: [Cl:1][C:2]1[CH:3]=[CH:4][C:5]([O:29][CH:30]([F:32])[F:31])=[C:6]([C:8]2[C:12]([NH:13][C:14]([C:16]3[CH:17]=[N:18][N:19]4[CH:24]=[CH:23][CH:22]=[N:21][C:20]=34)=[O:15])=[CH:11][N:10]([CH2:25][C:26]([OH:28])=O)[N:9]=2)[CH:7]=1.Cl.[CH3:34][N:35]1[CH2:40][CH2:39][N:38]([CH:41]2[CH2:46][CH2:45][NH:44][CH2:43][CH2:42]2)[CH2:37][CH2:36]1.CCN(C(C)C)C(C)C.CN(C(ON1N=NC2C=CC=NC1=2)=[N+](C)C)C.F[P-](F)(F)(F)(F)F. Product: [Cl:1][C:2]1[CH:3]=[CH:4][C:5]([O:29][CH:30]([F:32])[F:31])=[C:6]([C:8]2[C:12]([NH:13][C:14]([C:16]3[CH:17]=[N:18][N:19]4[CH:24]=[CH:23][CH:22]=[N:21][C:20]=34)=[O:15])=[CH:11][N:10]([CH2:25][C:26]([N:44]3[CH2:43][CH2:42][CH:41]([N:38]4[CH2:37][CH2:36][N:35]([CH3:34])[CH2:40][CH2:39]4)[CH2:46][CH2:45]3)=[O:28])[N:9]=2)[CH:7]=1. The catalyst class is: 3. (3) The catalyst class is: 5. Reactant: [Cl:1][C:2]1[CH:3]=[C:4]2[C:8](=[CH:9][CH:10]=1)[NH:7][C:6](=[O:11])[C:5]2([O:20][CH2:21][C:22]([O:24]C)=[O:23])[C:12]1[CH:17]=[CH:16][CH:15]=[CH:14][C:13]=1[O:18][CH3:19].[OH-].[Na+]. Product: [Cl:1][C:2]1[CH:3]=[C:4]2[C:8](=[CH:9][CH:10]=1)[NH:7][C:6](=[O:11])[C:5]2([O:20][CH2:21][C:22]([OH:24])=[O:23])[C:12]1[CH:17]=[CH:16][CH:15]=[CH:14][C:13]=1[O:18][CH3:19]. (4) Reactant: O=P12OP3(OP(OP(O3)(O1)=O)(=O)O2)=O.[OH:15][CH:16]([C:33]1[CH:38]=[CH:37][CH:36]=[CH:35][C:34]=1[O:39][CH3:40])[CH2:17][O:18][C:19]1[CH:32]=[CH:31][C:22]([CH2:23][CH:24]2[S:28][C:27](=[O:29])[NH:26][C:25]2=[O:30])=[CH:21][CH:20]=1.CS(C)=O.C(N(CC)C(C)C)(C)C.C([O-])(O)=O.[Na+]. Product: [CH3:40][O:39][C:34]1[CH:35]=[CH:36][CH:37]=[CH:38][C:33]=1[C:16](=[O:15])[CH2:17][O:18][C:19]1[CH:32]=[CH:31][C:22]([CH2:23][CH:24]2[S:28][C:27](=[O:29])[NH:26][C:25]2=[O:30])=[CH:21][CH:20]=1. The catalyst class is: 2. (5) Reactant: B.[C:2]([O:6][C:7]([N:9]1[CH2:14][CH2:13][CH:12]([O:15][CH2:16][C:17](O)=[O:18])[CH2:11][CH2:10]1)=[O:8])([CH3:5])([CH3:4])[CH3:3]. Product: [C:2]([O:6][C:7]([N:9]1[CH2:10][CH2:11][CH:12]([O:15][CH2:16][CH2:17][OH:18])[CH2:13][CH2:14]1)=[O:8])([CH3:5])([CH3:4])[CH3:3]. The catalyst class is: 1.